This data is from Merck oncology drug combination screen with 23,052 pairs across 39 cell lines. The task is: Regression. Given two drug SMILES strings and cell line genomic features, predict the synergy score measuring deviation from expected non-interaction effect. (1) Drug 1: CC(C)CC(NC(=O)C(Cc1ccccc1)NC(=O)c1cnccn1)B(O)O. Synergy scores: synergy=39.5. Drug 2: Cc1nc(Nc2ncc(C(=O)Nc3c(C)cccc3Cl)s2)cc(N2CCN(CCO)CC2)n1. Cell line: ZR751. (2) Drug 1: N.N.O=C(O)C1(C(=O)O)CCC1.[Pt]. Drug 2: COC1CC2CCC(C)C(O)(O2)C(=O)C(=O)N2CCCCC2C(=O)OC(C(C)CC2CCC(OP(C)(C)=O)C(OC)C2)CC(=O)C(C)C=C(C)C(O)C(OC)C(=O)C(C)CC(C)C=CC=CC=C1C. Cell line: SKMEL30. Synergy scores: synergy=39.0. (3) Drug 1: CCC1=CC2CN(C1)Cc1c([nH]c3ccccc13)C(C(=O)OC)(c1cc3c(cc1OC)N(C)C1C(O)(C(=O)OC)C(OC(C)=O)C4(CC)C=CCN5CCC31C54)C2. Drug 2: O=C(CCCCCCC(=O)Nc1ccccc1)NO. Cell line: OV90. Synergy scores: synergy=28.5. (4) Drug 1: N#Cc1ccc(Cn2cncc2CN2CCN(c3cccc(Cl)c3)C(=O)C2)cc1. Drug 2: CC1(c2nc3c(C(N)=O)cccc3[nH]2)CCCN1. Cell line: NCIH23. Synergy scores: synergy=3.49. (5) Drug 1: COC1CC2CCC(C)C(O)(O2)C(=O)C(=O)N2CCCCC2C(=O)OC(C(C)CC2CCC(OP(C)(C)=O)C(OC)C2)CC(=O)C(C)C=C(C)C(O)C(OC)C(=O)C(C)CC(C)C=CC=CC=C1C. Drug 2: CCc1c2c(nc3ccc(O)cc13)-c1cc3c(c(=O)n1C2)COC(=O)C3(O)CC. Cell line: NCIH520. Synergy scores: synergy=4.80. (6) Drug 1: NC1(c2ccc(-c3nc4ccn5c(=O)[nH]nc5c4cc3-c3ccccc3)cc2)CCC1. Drug 2: CCc1cnn2c(NCc3ccc[n+]([O-])c3)cc(N3CCCCC3CCO)nc12. Cell line: SKMES1. Synergy scores: synergy=8.38. (7) Drug 1: Cn1nnc2c(C(N)=O)ncn2c1=O. Drug 2: Cn1c(=O)n(-c2ccc(C(C)(C)C#N)cc2)c2c3cc(-c4cnc5ccccc5c4)ccc3ncc21. Cell line: UACC62. Synergy scores: synergy=29.7. (8) Drug 2: NC(=O)c1cccc2cn(-c3ccc(C4CCCNC4)cc3)nc12. Synergy scores: synergy=9.92. Cell line: A2780. Drug 1: O=c1[nH]cc(F)c(=O)[nH]1. (9) Drug 1: COC1CC2CCC(C)C(O)(O2)C(=O)C(=O)N2CCCCC2C(=O)OC(C(C)CC2CCC(OP(C)(C)=O)C(OC)C2)CC(=O)C(C)C=C(C)C(O)C(OC)C(=O)C(C)CC(C)C=CC=CC=C1C. Drug 2: CNC(=O)c1cc(Oc2ccc(NC(=O)Nc3ccc(Cl)c(C(F)(F)F)c3)cc2)ccn1. Cell line: NCIH1650. Synergy scores: synergy=22.2. (10) Drug 1: CCC1(O)C(=O)OCc2c1cc1n(c2=O)Cc2cc3c(CN(C)C)c(O)ccc3nc2-1. Drug 2: CCc1cnn2c(NCc3ccc[n+]([O-])c3)cc(N3CCCCC3CCO)nc12. Cell line: VCAP. Synergy scores: synergy=-4.53.